This data is from Forward reaction prediction with 1.9M reactions from USPTO patents (1976-2016). The task is: Predict the product of the given reaction. (1) The product is: [C:26]([C:7]1[CH:20]=[CH:19][C:18]2[C:13]3[C:12](=[CH:17][CH:16]=[CH:15][CH:14]=3)[CH:11]=[CH:10][C:9]=2[CH:8]=1)([OH:21])=[O:2]. Given the reactants Br[O-:2].[Na+].C([C:7]1[CH:20]=[CH:19][C:18]2[C:17]3[C:12](=[CH:13][CH:14]=[CH:15][CH:16]=3)[CH:11]=[CH:10][C:9]=2[CH:8]=1)(=O)C.[O:21]1[CH2:26]COCC1, predict the reaction product. (2) Given the reactants C(O)C.C(O)(=O)C.[C:8]([CH2:21][CH:22]([CH2:24][CH2:25][CH2:26][CH2:27][CH2:28][CH2:29][CH2:30][CH2:31][CH2:32][OH:33])I)([C:11]([C:14]([C:17]([F:20])([F:19])[F:18])([F:16])[F:15])([F:13])[F:12])([F:10])[F:9], predict the reaction product. The product is: [C:8]([CH2:21][CH2:22][CH2:24][CH2:25][CH2:26][CH2:27][CH2:28][CH2:29][CH2:30][CH2:31][CH2:32][OH:33])([C:11]([C:14]([C:17]([F:18])([F:19])[F:20])([F:16])[F:15])([F:13])[F:12])([F:10])[F:9]. (3) Given the reactants C([N:8]1[CH:12]=[CH:11][N:10]=[C:9]1[C:13]([O:15][CH2:16][CH3:17])=[O:14])C1C=CC=CC=1.C([O-])=O.[NH4+], predict the reaction product. The product is: [NH:8]1[CH:12]=[CH:11][N:10]=[C:9]1[C:13]([O:15][CH2:16][CH3:17])=[O:14]. (4) Given the reactants [CH2:1]([N:8]([CH2:34][C:35]1[CH:40]=[CH:39][CH:38]=[CH:37][CH:36]=1)[C:9]1[N:14]=[CH:13][N:12]=[C:11]([NH:15][C:16]2[CH:17]=[C:18]([NH:23][C:24](=[O:30])[O:25][C:26]([CH3:29])([CH3:28])[CH3:27])[CH:19]=[C:20]([CH3:22])[CH:21]=2)[C:10]=1[N+:31]([O-])=O)[C:2]1[CH:7]=[CH:6][CH:5]=[CH:4][CH:3]=1.[NH4+].[Cl-], predict the reaction product. The product is: [NH2:31][C:10]1[C:11]([NH:15][C:16]2[CH:17]=[C:18]([NH:23][C:24](=[O:30])[O:25][C:26]([CH3:28])([CH3:27])[CH3:29])[CH:19]=[C:20]([CH3:22])[CH:21]=2)=[N:12][CH:13]=[N:14][C:9]=1[N:8]([CH2:34][C:35]1[CH:36]=[CH:37][CH:38]=[CH:39][CH:40]=1)[CH2:1][C:2]1[CH:3]=[CH:4][CH:5]=[CH:6][CH:7]=1. (5) Given the reactants [NH2:1][C:2]1[S:3][C:4]([O:10][CH3:11])=[C:5]([CH3:9])[C:6]=1[C:7]#[N:8].[C:12]([N:20]=[C:21]=[O:22])(=[O:19])[C:13]1[CH:18]=[CH:17][CH:16]=[CH:15][CH:14]=1, predict the reaction product. The product is: [C:7]([C:6]1[C:5]([CH3:9])=[C:4]([O:10][CH3:11])[S:3][C:2]=1[NH:1][C:21]([NH:20][C:12](=[O:19])[C:13]1[CH:14]=[CH:15][CH:16]=[CH:17][CH:18]=1)=[O:22])#[N:8].